This data is from Forward reaction prediction with 1.9M reactions from USPTO patents (1976-2016). The task is: Predict the product of the given reaction. Given the reactants [CH3:1][NH:2][CH2:3][CH2:4][CH:5]([O:12][C:13]1[CH:14]=[CH:15][C:16]([C:19]([F:22])([F:21])[F:20])=[CH:17][CH:18]=1)[C:6]1[CH:7]=[CH:8][CH:9]=[CH:10][CH:11]=1.[ClH:23].[C:24]([OH:31])(=[O:30])/[CH:25]=[CH:26]/[C:27]([OH:29])=[O:28].C(O)C, predict the reaction product. The product is: [CH3:1][NH:2][CH2:3][CH2:4][CH:5]([O:12][C:13]1[CH:18]=[CH:17][C:16]([C:19]([F:20])([F:22])[F:21])=[CH:15][CH:14]=1)[C:6]1[CH:7]=[CH:8][CH:9]=[CH:10][CH:11]=1.[ClH:23].[C:24]([OH:31])(=[O:30])[CH2:25][CH2:26][C:27]([OH:29])=[O:28].[CH3:1][NH:2][CH2:3][CH2:4][CH:5]([O:12][C:13]1[CH:18]=[CH:17][C:16]([C:19]([F:20])([F:22])[F:21])=[CH:15][CH:14]=1)[C:6]1[CH:7]=[CH:8][CH:9]=[CH:10][CH:11]=1.[ClH:23].[C:24]([OH:31])(=[O:30])/[CH:25]=[CH:26]/[C:27]([OH:29])=[O:28].